Dataset: TCR-epitope binding with 47,182 pairs between 192 epitopes and 23,139 TCRs. Task: Binary Classification. Given a T-cell receptor sequence (or CDR3 region) and an epitope sequence, predict whether binding occurs between them. (1) The epitope is TPINLVRDL. The TCR CDR3 sequence is CASSQVERSTDTQYF. Result: 1 (the TCR binds to the epitope). (2) The epitope is PKYVKQNTLKLAT. The TCR CDR3 sequence is CASSDPGHQNSPLHF. Result: 1 (the TCR binds to the epitope).